Dataset: Full USPTO retrosynthesis dataset with 1.9M reactions from patents (1976-2016). Task: Predict the reactants needed to synthesize the given product. Given the product [Br:1][C:2]1[CH:3]=[CH:4][C:5]([O:9][C:10]2[CH:11]=[CH:12][C:13]3[N:17]=[C:16]([CH2:18][O:19][C:20]4[CH:21]=[C:22]([CH:27]=[CH:28][CH:29]=4)[C:23]([OH:35])=[O:24])[N:15]([CH3:30])[C:14]=3[CH:31]=2)=[N:6][C:7]=1[O:33][CH3:32], predict the reactants needed to synthesize it. The reactants are: [Br:1][C:2]1[CH:3]=[CH:4][C:5]([O:9][C:10]2[CH:11]=[CH:12][C:13]3[N:17]=[C:16]([CH2:18][O:19][C:20]4[CH:21]=[C:22]([CH:27]=[CH:28][CH:29]=4)[C:23](OC)=[O:24])[N:15]([CH3:30])[C:14]=3[CH:31]=2)=[N:6][C:7]=1Cl.[CH3:32][O-:33].[Na+].[OH2:35].